The task is: Predict the product of the given reaction.. This data is from Forward reaction prediction with 1.9M reactions from USPTO patents (1976-2016). (1) Given the reactants C(CC(Cl)=O)(C)(C)C.[CH:9]([C:12]1[CH:17]=[CH:16][C:15]([CH:18]2[C:22]3[C:23]([CH3:37])=[C:24]([NH:29][C:30](=[O:36])[CH2:31][C:32]([CH3:35])([CH3:34])[CH3:33])[C:25]([CH3:28])=[C:26]([CH3:27])[C:21]=3[O:20][CH:19]2[CH3:38])=[CH:14][CH:13]=1)([CH3:11])[CH3:10], predict the reaction product. The product is: [CH:9]([C:12]1[CH:17]=[CH:16][C:15]([C@@H:18]2[C:22]3[C:23]([CH3:37])=[C:24]([NH:29][C:30](=[O:36])[CH2:31][C:32]([CH3:35])([CH3:34])[CH3:33])[C:25]([CH3:28])=[C:26]([CH3:27])[C:21]=3[O:20][C@H:19]2[CH3:38])=[CH:14][CH:13]=1)([CH3:10])[CH3:11]. (2) Given the reactants [CH3:1][NH:2][C@H:3]([CH3:6])[CH2:4][OH:5].[Cl:7][C:8]1[CH:13]=[C:12]([NH:14][C:15]2[C:24]3[C:19](=[CH:20][CH:21]=[CH:22][C:23]=3F)[N:18]=[CH:17][N:16]=2)[CH:11]=[CH:10][C:9]=1[OH:26], predict the reaction product. The product is: [Cl:7][C:8]1[CH:13]=[C:12]([NH:14][C:15]2[C:24]3[C:19](=[CH:20][CH:21]=[CH:22][C:23]=3[O:5][CH2:4][C@H:3]([NH:2][CH3:1])[CH3:6])[N:18]=[CH:17][N:16]=2)[CH:11]=[CH:10][C:9]=1[OH:26]. (3) The product is: [F:1][C:2]1[CH:7]=[C:6]([CH2:8][N:22]2[CH2:23][CH2:24][CH2:25][C:26]2=[O:28])[CH:5]=[C:4]([F:10])[C:3]=1[C:11]1[N:16]=[C:15]([C:17]([O:19][CH3:20])=[O:18])[CH:14]=[CH:13][C:12]=1[F:21]. Given the reactants [F:1][C:2]1[CH:7]=[C:6]([CH:8]=O)[CH:5]=[C:4]([F:10])[C:3]=1[C:11]1[N:16]=[C:15]([C:17]([O:19][CH3:20])=[O:18])[CH:14]=[CH:13][C:12]=1[F:21].[NH2:22][CH2:23][CH2:24][CH2:25][C:26]([O:28]C)=O.[BH4-].[Na+], predict the reaction product.